This data is from Catalyst prediction with 721,799 reactions and 888 catalyst types from USPTO. The task is: Predict which catalyst facilitates the given reaction. (1) Reactant: [C:1](Cl)(=[O:3])[CH3:2].[NH2:5][C:6]1[CH:14]=[C:13]2[C:9]([CH:10]=[C:11]([C:22]([O:24][CH3:25])=[O:23])[N:12]2[C:15]([O:17][C:18]([CH3:21])([CH3:20])[CH3:19])=[O:16])=[CH:8][CH:7]=1.C(N(CC)CC)C. Product: [C:1]([NH:5][C:6]1[CH:14]=[C:13]2[C:9]([CH:10]=[C:11]([C:22]([O:24][CH3:25])=[O:23])[N:12]2[C:15]([O:17][C:18]([CH3:21])([CH3:20])[CH3:19])=[O:16])=[CH:8][CH:7]=1)(=[O:3])[CH3:2]. The catalyst class is: 46. (2) Reactant: [NH2:1][C:2]1[C:3]([CH3:13])=[C:4]([CH:9]=[C:10]([Cl:12])[CH:11]=1)[C:5]([O:7][CH3:8])=[O:6].[C:14]1(=O)[CH2:17][CH2:16][CH2:15]1.C(O)(=O)C.C(O[BH-](OC(=O)C)OC(=O)C)(=O)C.[Na+]. Product: [Cl:12][C:10]1[CH:11]=[C:2]([NH:1][CH:14]2[CH2:17][CH2:16][CH2:15]2)[C:3]([CH3:13])=[C:4]([CH:9]=1)[C:5]([O:7][CH3:8])=[O:6]. The catalyst class is: 68. (3) Reactant: [CH2:1]([O:8][C:9]([N:11]1[CH2:15][CH:14]=[CH:13][C@H:12]1[C:16]([OH:18])=[O:17])=[O:10])[C:2]1[CH:7]=[CH:6][CH:5]=[CH:4][CH:3]=1.C(=O)([O-])[O-].[Cs+].[Cs+].[CH2:25](Br)[C:26]1[CH:31]=[CH:30][CH:29]=[CH:28][CH:27]=1.[I-].[Na+]. Product: [CH2:1]([O:8][C:9]([N:11]1[CH2:15][CH:14]=[CH:13][C@H:12]1[C:16]([O:18][CH2:25][C:26]1[CH:31]=[CH:30][CH:29]=[CH:28][CH:27]=1)=[O:17])=[O:10])[C:2]1[CH:3]=[CH:4][CH:5]=[CH:6][CH:7]=1. The catalyst class is: 3. (4) Reactant: [CH3:1][C:2]1[N:6]([CH2:7][CH2:8][C:9]2[CH:14]=[CH:13][C:12]([O:15][CH2:16][CH2:17][CH2:18][CH2:19][CH2:20][CH2:21][CH2:22][CH2:23][CH2:24][CH2:25][CH2:26][CH3:27])=[CH:11][CH:10]=2)[C:5]([C:28]2[CH:47]=[CH:46][C:31]([O:32][C@H:33]([CH2:39][C:40]3[CH:45]=[CH:44][CH:43]=[CH:42][CH:41]=3)[C:34]([O:36]CC)=[O:35])=[CH:30][CH:29]=2)=[CH:4][CH:3]=1.[OH-].[K+].Cl. Product: [CH3:1][C:2]1[N:6]([CH2:7][CH2:8][C:9]2[CH:10]=[CH:11][C:12]([O:15][CH2:16][CH2:17][CH2:18][CH2:19][CH2:20][CH2:21][CH2:22][CH2:23][CH2:24][CH2:25][CH2:26][CH3:27])=[CH:13][CH:14]=2)[C:5]([C:28]2[CH:47]=[CH:46][C:31]([O:32][C@H:33]([CH2:39][C:40]3[CH:41]=[CH:42][CH:43]=[CH:44][CH:45]=3)[C:34]([OH:36])=[O:35])=[CH:30][CH:29]=2)=[CH:4][CH:3]=1. The catalyst class is: 36.